From a dataset of Forward reaction prediction with 1.9M reactions from USPTO patents (1976-2016). Predict the product of the given reaction. (1) Given the reactants [NH2:1][C:2]1[C:7]([C:8](=[O:19])[C:9]2[C:14]([O:15][CH3:16])=[CH:13][CH:12]=[C:11]([F:17])[C:10]=2[F:18])=[CH:6][N:5]=[C:4]([NH:20][C@H:21]2[CH2:26][CH2:25][C@H:24]([NH:27][S:28]([CH2:31][CH2:32][CH2:33]Cl)(=[O:30])=[O:29])[CH2:23][CH2:22]2)[N:3]=1.CC(C)([O-])C.[K+].[I-].[K+], predict the reaction product. The product is: [NH2:1][C:2]1[C:7]([C:8]([C:9]2[C:14]([O:15][CH3:16])=[CH:13][CH:12]=[C:11]([F:17])[C:10]=2[F:18])=[O:19])=[CH:6][N:5]=[C:4]([NH:20][C@H:21]2[CH2:26][CH2:25][C@H:24]([N:27]3[CH2:33][CH2:32][CH2:31][S:28]3(=[O:30])=[O:29])[CH2:23][CH2:22]2)[N:3]=1. (2) Given the reactants CN.[CH3:3][O:4][CH:5]([O:18][CH3:19])[C:6]1[C:15]([CH:16]=O)=[CH:14][C:13]2[CH2:12][CH2:11][CH2:10][NH:9][C:8]=2[N:7]=1.Cl.CN.[C:23]([BH3-])#[N:24].[Na+], predict the reaction product. The product is: [CH3:3][O:4][CH:5]([O:18][CH3:19])[C:6]1[C:15]([CH2:16][NH:24][CH3:23])=[CH:14][C:13]2[CH2:12][CH2:11][CH2:10][NH:9][C:8]=2[N:7]=1. (3) Given the reactants C([O:8][CH2:9][C:10]1([C:23]([O:25][CH3:26])=[O:24])[CH2:15][CH2:14][N:13]([C:16]([O:18][C:19]([CH3:22])([CH3:21])[CH3:20])=[O:17])[CH2:12][CH2:11]1)C1C=CC=CC=1.[H][H], predict the reaction product. The product is: [OH:8][CH2:9][C:10]1([C:23]([O:25][CH3:26])=[O:24])[CH2:11][CH2:12][N:13]([C:16]([O:18][C:19]([CH3:21])([CH3:22])[CH3:20])=[O:17])[CH2:14][CH2:15]1. (4) Given the reactants [NH2:1][C:2]1[CH:3]=[CH:4][C:5]([CH3:24])=[C:6]([C:8]2[CH:17]=[C:16]3[C:11]([CH:12]=[C:13]([NH:18][C:19]([CH:21]4[CH2:23][CH2:22]4)=[O:20])[N:14]=[CH:15]3)=[CH:10][CH:9]=2)[CH:7]=1.[O:25]1[CH2:29][CH2:28][CH2:27][C@@H:26]1[C:30](O)=[O:31].F[P-](F)(F)(F)(F)F.N1(O[P+](N2CCCC2)(N2CCCC2)N2CCCC2)C2N=CC=CC=2N=N1.CN(C)C=O.C(N(CC)C(C)C)(C)C, predict the reaction product. The product is: [CH:21]1([C:19]([NH:18][C:13]2[N:14]=[CH:15][C:16]3[C:11]([CH:12]=2)=[CH:10][CH:9]=[C:8]([C:6]2[CH:7]=[C:2]([NH:1][C:30]([C@H:26]4[CH2:27][CH2:28][CH2:29][O:25]4)=[O:31])[CH:3]=[CH:4][C:5]=2[CH3:24])[CH:17]=3)=[O:20])[CH2:22][CH2:23]1.